This data is from Forward reaction prediction with 1.9M reactions from USPTO patents (1976-2016). The task is: Predict the product of the given reaction. (1) Given the reactants FC(F)(F)C(O)=O.[Cl:8][C:9]1[CH:14]=[CH:13][CH:12]=[CH:11][C:10]=1[C@@H:15]1[CH2:17][C@H:16]1[NH:18][C:19]([C@@H:21]1[CH2:26][C@@H:25]2[C@@H:23]([CH2:24]2)[NH:22]1)=[O:20].[C:27]([C:30]1[C:38]2[C:33](=[CH:34][CH:35]=[CH:36][CH:37]=2)[N:32]([CH2:39][C:40](O)=[O:41])[N:31]=1)(=[O:29])[NH2:28].CN(C(ON1N=NC2C=CC=CC1=2)=[N+](C)C)C.F[P-](F)(F)(F)(F)F.CCN(C(C)C)C(C)C, predict the reaction product. The product is: [Cl:8][C:9]1[CH:14]=[CH:13][CH:12]=[CH:11][C:10]=1[C@@H:15]1[CH2:17][C@H:16]1[NH:18][C:19]([C@@H:21]1[CH2:26][C@@H:25]2[C@@H:23]([CH2:24]2)[N:22]1[C:40](=[O:41])[CH2:39][N:32]1[C:33]2[C:38](=[CH:37][CH:36]=[CH:35][CH:34]=2)[C:30]([C:27]([NH2:28])=[O:29])=[N:31]1)=[O:20]. (2) Given the reactants [CH:1]1([CH2:7][C:8]2[N:9]=[C:10]([C:13]3[O:17][C:16]([CH2:18][C:19]([CH3:25])([CH3:24])[C:20]([O:22]C)=[O:21])=[N:15][N:14]=3)[S:11][CH:12]=2)[CH2:6][CH2:5][CH2:4][CH2:3][CH2:2]1.Br[C:27]1[C:36]2[C:31](=[CH:32][CH:33]=[CH:34][CH:35]=2)[C:30]([S:37]([NH:40][C:41]([CH3:44])([CH3:43])[CH3:42])(=[O:39])=[O:38])=[CH:29][CH:28]=1, predict the reaction product. The product is: [C:41]([NH:40][S:37]([C:30]1[C:31]2[C:36](=[CH:35][CH:34]=[CH:33][CH:32]=2)[C:27]([C:12]2[S:11][C:10]([C:13]3[O:17][C:16]([CH2:18][C:19]([CH3:25])([CH3:24])[C:20]([OH:22])=[O:21])=[N:15][N:14]=3)=[N:9][C:8]=2[CH2:7][CH:1]2[CH2:2][CH2:3][CH2:4][CH2:5][CH2:6]2)=[CH:28][CH:29]=1)(=[O:39])=[O:38])([CH3:44])([CH3:42])[CH3:43]. (3) The product is: [N:10]1[CH:9]=[CH:8][CH:7]=[N:6][C:5]=1/[CH:4]=[N:15]/[OH:16]. Given the reactants C(O[CH:4](OCC)[C:5]1[N:10]=[CH:9][CH:8]=[CH:7][N:6]=1)C.Cl.[NH2:15][OH:16].C([O-])(O)=O.[Na+], predict the reaction product. (4) Given the reactants C[O:2][C:3]1[CH:8]=[CH:7][C:6]([C:9]2[S:13][C:12]([CH:14]([N:17]3[CH:21]=[CH:20][N:19]=[CH:18]3)[CH2:15][CH3:16])=[CH:11][CH:10]=2)=[CH:5][CH:4]=1.B(Br)(Br)Br, predict the reaction product. The product is: [N:17]1([CH:14]([C:12]2[S:13][C:9]([C:6]3[CH:5]=[CH:4][C:3]([OH:2])=[CH:8][CH:7]=3)=[CH:10][CH:11]=2)[CH2:15][CH3:16])[CH:21]=[CH:20][N:19]=[CH:18]1. (5) Given the reactants [CH:1](=O)[CH3:2].[ClH:4].Cl.Cl.[CH3:7][O:8][C:9]1[CH:33]=[CH:32][C:12]([CH2:13][NH:14][C:15]([NH:17][C:18]([NH:20][CH2:21][CH2:22][CH2:23][CH2:24][CH2:25][CH2:26][CH2:27][CH2:28][CH2:29][CH2:30][CH3:31])=[NH:19])=[NH:16])=[CH:11][CH:10]=1, predict the reaction product. The product is: [ClH:4].[CH2:21]([NH:20][CH:18]1[N:19]=[C:1]([CH3:2])[N:16]=[C:15]([NH:14][CH2:13][C:12]2[CH:11]=[CH:10][C:9]([O:8][CH3:7])=[CH:33][CH:32]=2)[NH:17]1)[CH2:22][CH2:23][CH2:24][CH2:25][CH2:26][CH2:27][CH2:28][CH2:29][CH2:30][CH3:31]. (6) Given the reactants [CH3:1][N:2]1[C:10]2[C:5](=[CH:6][CH:7]=[CH:8][CH:9]=2)[C:4]([C:11](Cl)=[O:12])=[CH:3]1.[Br:14][C:15]1[C:24]([O:25][CH3:26])=[CH:23][CH:22]=[C:21]2[C:16]=1[CH:17]=[CH:18][C:19]([CH2:27][N-:28][CH3:29])=[CH:20]2.C(N(CC)CC)C, predict the reaction product. The product is: [Br:14][C:15]1[C:24]([O:25][CH3:26])=[CH:23][CH:22]=[C:21]2[C:16]=1[CH:17]=[CH:18][C:19]([CH2:27][N:28]([CH3:29])[C:11]([C:4]1[C:5]3[C:10](=[CH:9][CH:8]=[CH:7][CH:6]=3)[N:2]([CH3:1])[CH:3]=1)=[O:12])=[CH:20]2. (7) Given the reactants FC(F)(F)C(O)=O.[CH2:8]1[CH:12]2[CH2:13][C:14](=[O:16])[CH2:15][CH:11]2[CH2:10][NH:9]1.C(=O)([O-])[O-].[K+].[K+].[N:23]1([C:29](Cl)=[O:30])[CH2:28][CH2:27][O:26][CH2:25][CH2:24]1, predict the reaction product. The product is: [N:23]1([C:29]([N:9]2[CH2:10][CH:11]3[CH2:15][C:14](=[O:16])[CH2:13][CH:12]3[CH2:8]2)=[O:30])[CH2:28][CH2:27][O:26][CH2:25][CH2:24]1. (8) Given the reactants C(O)C.NC1CC2NC3C=CC(C#N)=CC=3C=2C1.[NH:19]1[C:23](=[O:24])[CH2:22][CH2:21][C@@H:20]1[C:25]([OH:27])=[O:26], predict the reaction product. The product is: [NH:19]1[C:23](=[O:24])[CH2:22][CH2:21][C@H:20]1[C:25]([OH:27])=[O:26]. (9) Given the reactants Br[CH2:2][C:3]([N:5]1[CH2:11][CH2:10][C:9]2[CH:12]=[CH:13][C:14]([C:16]3[N:20]=[C:19]([C:21]4[CH:22]=[CH:23][C:24]([O:29][CH:30]([CH3:32])[CH3:31])=[C:25]([CH:28]=4)[C:26]#[N:27])[O:18][N:17]=3)=[CH:15][C:8]=2[CH2:7][CH2:6]1)=[O:4].[ClH:33].[NH:34]1[CH2:37][CH:36]([OH:38])[CH2:35]1.C(=O)([O-])[O-].[K+].[K+], predict the reaction product. The product is: [ClH:33].[OH:38][CH:36]1[CH2:37][N:34]([CH2:2][C:3]([N:5]2[CH2:11][CH2:10][C:9]3[CH:12]=[CH:13][C:14]([C:16]4[N:20]=[C:19]([C:21]5[CH:22]=[CH:23][C:24]([O:29][CH:30]([CH3:32])[CH3:31])=[C:25]([CH:28]=5)[C:26]#[N:27])[O:18][N:17]=4)=[CH:15][C:8]=3[CH2:7][CH2:6]2)=[O:4])[CH2:35]1.